This data is from In vitro SARS-CoV-2 activity screen of 1,480 approved drugs from Prestwick library. The task is: Binary Classification. Given a drug SMILES string, predict its activity (active/inactive) in a high-throughput screening assay against a specified biological target. (1) The drug is CC(=O)N[C@@H](CC(C)C)C(=O)O. The result is 0 (inactive). (2) The compound is CCN(CCO)CCCC(C)Nc1ccnc2cc(Cl)ccc12.O=S(=O)(O)O. The result is 1 (active). (3) The molecule is CCCN[C@H]1CCc2nc(N)sc2C1.Cl.Cl. The result is 0 (inactive). (4) The drug is CO[C@H]1/C=C/O[C@@]2(C)Oc3c(C)c(O)c4c(O)c(c(/C=N/N5CCN(C)CC5)c(O)c4c3C2=O)NC(=O)/C(C)=C\C=C\[C@H](C)[C@H](O)[C@@H](C)[C@@H](O)[C@@H](C)[C@H](OC(C)=O)[C@@H]1C. The result is 0 (inactive). (5) The compound is CN(C)CC/C=C1\c2ccccc2CSc2ccccc21.Cl. The result is 0 (inactive). (6) The molecule is CC(C)Cc1ccc(C(C)C(=O)OCc2ccccn2)cc1. The result is 0 (inactive). (7) The result is 0 (inactive). The compound is CC(C)OC(=O)C(C(=O)OC(C)C)=C1SC=CS1.